From a dataset of Experimentally validated miRNA-target interactions with 360,000+ pairs, plus equal number of negative samples. Binary Classification. Given a miRNA mature sequence and a target amino acid sequence, predict their likelihood of interaction. (1) The miRNA is hsa-miR-6732-5p with sequence UAGGGGGUGGCAGGCUGGCC. The protein sequence of the target gene is MAATLLMAGSQAPVTFEDMAMYLTREEWRPLDAAQRDLYRDVMQENYGNVVSLDFEIRSENEVNPKQEISEDVQFGTTSERPAENAEENPESEEGFESGDRSERQWGDLTAEEWVSYPLQPVTDLLVHKEVHTGIRYHICSHCGKAFSQISDLNRHQKTHTGDRPYKCYECGKGFSRSSHLIQHQRTHTGERPYDCNECGKSFGRSSHLIQHQTIHTGEKPHKCNECGKSFCRLSHLIQHQRTHSGEKPYECEECGKSFSRSSHLAQHQRTHTGEKPYECNECGRGFSERSDLIKHYRVH.... Result: 1 (interaction). (2) The miRNA is mmu-miR-2183 with sequence UUGAACCCCUGACCUCCU. The protein sequence of the target gene is MRLLAWLIFLANWGGARAEPGKFWHIADLHLDPDYKVSKDPFQVCPSAGSQPVPDAGPWGDYLCDSPWALINSSIYAMKEIEPEPDFILWTGDDTPHVPDEKLGEAAVLEIVERLTKLIREVFPDTKVYAALGNHDFHPKNQFPAGSNNIYNQIAELWKPWLSNESIALFKKGAFYCEKLPGPSGAGRIVVLNTNLYYTSNALTADMADPGQQFQWLEDVLTDASKAGDMVYIVGHVPPGFFEKTQNKAWFREGFNEKYLKVVRKHHRVIAGQFFGHHHTDSFRMLYDDAGVPISAMFIT.... Result: 0 (no interaction). (3) The protein sequence of the target gene is MNGHMSNRSSGYGVYPSQLNGYGSSPPYSQMDREHSSRTSAKALYEQRKNYARDSVSSVSDVSQYRVEHLTTFVLDRKDAMITVEDGIRKLKLLDAKGKVWTQDMILQVDDRAVSLIDLESKNELENFPLNTISHCQAVVHACSYDSILALVCKEPTQSKPDLHLFQCDEVKANLISEDIESAISDSKGGKQKRRPEALRMIAKADPGIPPPPRAPAPVPPGTVTQVDVRSRVAAWSAWAADQGDFEKPRQYHEQEETPEMMAARIDRDVQILNHILDDIEFFITKLQKAAEAFSELSKR.... The miRNA is hsa-miR-3677-5p with sequence CAGUGGCCAGAGCCCUGCAGUG. Result: 0 (no interaction). (4) The miRNA is hsa-miR-6877-3p with sequence CAGCCUCUGCCCUUGGCCUCC. The protein sequence of the target gene is MGPLSAPPCTQRITWKGVLLTASLLNFWNPPTTAQVTIEAQPPKVSEGKDVLLLVHNLPQNLAGYIWYKGQMTYLYHYITSYVVDGQRIIYGPAYSGRERVYSNASLLIQNVTQEDAGSYTLHIIKRRDGTGGVTGHFTFTLHLETPKPSISSSNLNPREAMEAVILTCDPATPAASYQWWMNGQSLPMTHRLQLSKTNRTLFIFGVTKYIAGPYECEIRNPVSASRSDPVTLNLLPKLSKPYITINNLNPRENKDVLTFTCEPKSKNYTYIWWLNGQSLPVSPRVKRPIENRILILPNV.... Result: 1 (interaction). (5) The miRNA is mmu-miR-145a-5p with sequence GUCCAGUUUUCCCAGGAAUCCCU. The protein sequence of the target gene is MELWRQCTHWLIQCRVLPPSHRVTWEGAQVCELAQALRDGVLLCQLLNNLLPQAINLREVNLRPQMSQFLCLKNIRTFLSTCCEKFGLKRSELFEAFDLFDVQDFGKVIYTLSALSWTPIAQNKGIMPFPTEDSALNDEDIYSGLSDQIDDTAEEDEDLYDCVENEEAEGDEIYEDLMRLESVPTPPKMTEYDKRCCCLREIQQTEEKYTDTLGSIQQHFMKPLQRFLKPQDMETIFVNIEELFSVHTHFLKELKDALAGPGATTLYQVFIKYKERFLVYGRYCSQVESASKHLDQVATA.... Result: 0 (no interaction). (6) The miRNA is cel-miR-1828 with sequence ACUGGAAGCAUUUAAGUGAUAGU. The protein sequence of the target gene is MPVQPPSKDTEEMEAEGDSAAEMNGEEEESEEERSGSQTESEEESSEMDDEDYERRRSECVSEMLDLEKQFSELKEKLFRERLSQLRLRLEEVGAERAPEYTEPLGGLQRSLKIRIQVAGIYKGFCLDVIRNKYECELQGAKQHLESEKLLLYDTLQGELQERIQRLEEDRQSLDLSSEWWDDKLHARGSSRSWDSLPPSKRKKAPLVSGPYIVYMLQEIDILEDWTAIKKARAAVSPQKRKSDGP. Result: 0 (no interaction). (7) The miRNA is rno-miR-9a-3p with sequence AUAAAGCUAGAUAACCGAAAGU. Result: 0 (no interaction). The protein sequence of the target gene is MPAGGRAGSLKDPDVAELFFKDDPEKLFSDLREIGHGSFGAVYFARDVRNSEVVAIKKMSYSGKQSNEKWQDIIKEVRFLQKLRHPNTIQYRGCYLREHTAWLVMEYCLGSASDLLEVHKKPLQEVEIAAVTHGALQGLAYLHSHNMIHRDVKAGNILLSEPGLVKLGDFGSASIMAPANSFVGTPYWMAPEVILAMDEGQYDGKVDVWSLGITCIELAERKPPLFNMNAMSALYHIAQNESPALQSGHWSEYFRNFVDSCLQKIPQDRPTSEVLLKHRFVLRERPPTVIMDLIQRTKDA....